From a dataset of Forward reaction prediction with 1.9M reactions from USPTO patents (1976-2016). Predict the product of the given reaction. (1) Given the reactants [C:1]([O:5][C:6]([N:8]1[C:13]2[CH:14]=[C:15]([Cl:19])[C:16]([NH2:18])=[CH:17][C:12]=2[O:11][CH:10]([C:20]([N:22]2[CH2:27][CH2:26][C:25]([C:36]#[N:37])([CH2:28][C:29]3[CH:34]=[CH:33][C:32]([F:35])=[CH:31][CH:30]=3)[CH2:24][CH2:23]2)=[O:21])[CH2:9]1)=[O:7])([CH3:4])([CH3:3])[CH3:2].N(OC(C)(C)C)=O.[Si]([N:49]=[N+:50]=[N-])(C)(C)C, predict the reaction product. The product is: [C:1]([O:5][C:6]([N:8]1[C:13]2[CH:14]=[C:15]([Cl:19])[C:16]([N:18]=[N+:49]=[N-:50])=[CH:17][C:12]=2[O:11][CH:10]([C:20]([N:22]2[CH2:27][CH2:26][C:25]([C:36]#[N:37])([CH2:28][C:29]3[CH:30]=[CH:31][C:32]([F:35])=[CH:33][CH:34]=3)[CH2:24][CH2:23]2)=[O:21])[CH2:9]1)=[O:7])([CH3:4])([CH3:2])[CH3:3]. (2) Given the reactants [OH:1][C:2]1[CH:11]=[CH:10][C:5]2[C:6](=[O:9])[CH2:7][O:8][C:4]=2[C:3]=1[CH2:12][N:13]1[CH2:18][CH2:17][N:16]([C:19]([O:21][C:22]([CH3:25])([CH3:24])[CH3:23])=[O:20])[CH2:15][CH2:14]1.[O:26]1[CH2:31][CH2:30][N:29]([CH2:32][CH2:33][O:34][C:35]2[CH:36]=[C:37]3[C:41](=[CH:42][CH:43]=2)[NH:40][CH:39]=[C:38]3[CH:44]=O)[CH2:28][CH2:27]1, predict the reaction product. The product is: [OH:1][C:2]1[CH:11]=[CH:10][C:5]2[C:6](=[O:9])/[C:7](=[CH:44]/[C:38]3[C:37]4[C:41](=[CH:42][CH:43]=[C:35]([O:34][CH2:33][CH2:32][N:29]5[CH2:30][CH2:31][O:26][CH2:27][CH2:28]5)[CH:36]=4)[NH:40][CH:39]=3)/[O:8][C:4]=2[C:3]=1[CH2:12][N:13]1[CH2:14][CH2:15][N:16]([C:19]([O:21][C:22]([CH3:25])([CH3:24])[CH3:23])=[O:20])[CH2:17][CH2:18]1.